From a dataset of Reaction yield outcomes from USPTO patents with 853,638 reactions. Predict the reaction yield, written as a fraction of the theoretical maximum amount of product (1.0 means a 100% yield; for example, 0.34 means a 34% yield). (1) The product is [N:11]1([CH2:2][CH2:3][CH2:4][CH2:5][C:6]([O:8][CH2:9][CH3:10])=[O:7])[CH2:16][CH2:15][O:14][CH2:13][CH2:12]1. The catalyst is C(O)C. The yield is 0.870. The reactants are Br[CH2:2][CH2:3][CH2:4][CH2:5][C:6]([O:8][CH2:9][CH3:10])=[O:7].[NH:11]1[CH2:16][CH2:15][O:14][CH2:13][CH2:12]1.C(N(CC)CC)C.C(OCC)C. (2) The reactants are [C:1]([O:5][C:6]([NH:8][C:9]1[CH:13]=[CH:12][S:11][CH:10]=1)=[O:7])([CH3:4])([CH3:3])[CH3:2].[I:14]N1C(=O)CCC1=O. The catalyst is C(Cl)Cl. The product is [C:1]([O:5][C:6]([NH:8][C:9]1[CH:13]=[CH:12][S:11][C:10]=1[I:14])=[O:7])([CH3:4])([CH3:2])[CH3:3]. The yield is 0.880. (3) The product is [F:12][CH:11]([S:10][CH2:3][C:4]1[CH:9]=[CH:8][CH:7]=[CH:6][CH:5]=1)[F:13]. The catalyst is O. The reactants are [OH-].[Na+].[CH2:3]([SH:10])[C:4]1[CH:9]=[CH:8][CH:7]=[CH:6][CH:5]=1.[CH:11](Cl)([F:13])[F:12]. The yield is 0.750. (4) The reactants are [CH2:1]([N:8]1[C:12]2=[C:13]([N:20]3[CH2:29][CH2:28][C:27]4[C:22](=[CH:23][CH:24]=[CH:25][CH:26]=4)[CH2:21]3)[N:14]=[C:15]([C:17]([OH:19])=[O:18])[CH:16]=[C:11]2[C:10]([CH3:30])=[C:9]1[CH3:31])[C:2]1[CH:7]=[CH:6][CH:5]=[CH:4][CH:3]=1.[H-].[Na+:33]. The catalyst is O1CCCC1. The product is [Na+:33].[CH2:1]([N:8]1[C:12]2=[C:13]([N:20]3[CH2:29][CH2:28][C:27]4[C:22](=[CH:23][CH:24]=[CH:25][CH:26]=4)[CH2:21]3)[N:14]=[C:15]([C:17]([O-:19])=[O:18])[CH:16]=[C:11]2[C:10]([CH3:30])=[C:9]1[CH3:31])[C:2]1[CH:3]=[CH:4][CH:5]=[CH:6][CH:7]=1. The yield is 0.820. (5) The reactants are [Br:1][C:2]1[N:7]=[C:6]([NH2:8])[CH:5]=[CH:4][CH:3]=1.CC(C)([O-])C.[Na+].[F:15][C:16]1[CH:23]=[CH:22][C:19]([CH2:20]Cl)=[CH:18][CH:17]=1.CCOC(C)=O. The catalyst is C1(C)C=CC=CC=1. The product is [Br:1][C:2]1[N:7]=[C:6]([NH:8][CH2:20][C:19]2[CH:22]=[CH:23][C:16]([F:15])=[CH:17][CH:18]=2)[CH:5]=[CH:4][CH:3]=1. The yield is 0.630. (6) The reactants are Cl.[NH2:2][C:3]1[CH:7]=[CH:6][S:5][C:4]=1/[C:8](=[CH:10]/[CH:11]([CH3:13])[CH3:12])/[CH3:9].NC1C=CSC=1/C(=C\C(C)C)/C. No catalyst specified. The product is [NH2:2][C:3]1[CH:7]=[CH:6][S:5][C:4]=1[C:8]([CH2:10][CH:11]([CH3:13])[CH3:12])=[CH2:9]. The yield is 0.140.